From a dataset of Full USPTO retrosynthesis dataset with 1.9M reactions from patents (1976-2016). Predict the reactants needed to synthesize the given product. Given the product [Cl:16][C:17]1[N:22]=[CH:21][C:20]([S:23]([N:2]([CH3:1])[C:3]2[CH:8]=[CH:7][CH:6]=[CH:5][N:4]=2)(=[O:25])=[O:24])=[CH:19][CH:18]=1, predict the reactants needed to synthesize it. The reactants are: [CH3:1][NH:2][C:3]1[CH:8]=[CH:7][CH:6]=[CH:5][N:4]=1.C(N(CC)CC)C.[Cl:16][C:17]1[N:22]=[CH:21][C:20]([S:23](Cl)(=[O:25])=[O:24])=[CH:19][CH:18]=1.